This data is from Reaction yield outcomes from USPTO patents with 853,638 reactions. The task is: Predict the reaction yield, written as a fraction of the theoretical maximum amount of product (1.0 means a 100% yield; for example, 0.34 means a 34% yield). (1) The reactants are BrC1C=C[C:5](NCC(OC)=O)=[N:6]C=1.[F:14][C:15]1[CH:16]=[CH:17][CH:18]=[C:19]2[C:23]=1[N:22]([CH3:24])[CH:21]=[C:20]2[CH:25]=O.CN1C2C(=CC=CC=2)C(C)=C1C=O. No catalyst specified. The product is [F:14][C:15]1[CH:16]=[CH:17][CH:18]=[C:19]2[C:23]=1[N:22]([CH3:24])[CH:21]=[C:20]2[CH2:25][NH:6][CH3:5]. The yield is 0.720. (2) The reactants are Cl[C:2]1[N:9]=[C:8]([Cl:10])[CH:7]=[CH:6][C:3]=1[CH:4]=O.[CH3:11][NH:12][NH2:13].O. The catalyst is C1COCC1. The product is [Cl:10][C:8]1[CH:7]=[CH:6][C:3]2[C:2](=[N:13][N:12]([CH3:11])[CH:4]=2)[N:9]=1. The yield is 0.750. (3) The reactants are [C:1]([O:5][C:6]([N:8]1[CH2:12][CH2:11][CH2:10][CH:9]1[CH:13]=[CH:14][C:15](OCC)=[O:16])=[O:7])([CH3:4])([CH3:3])[CH3:2].C(Cl)Cl.B(F)(F)F.CCOCC.CC(C[AlH]CC(C)C)C. The catalyst is CCOC(C)=O. The product is [C:1]([O:5][C:6]([N:8]1[CH2:12][CH2:11][CH2:10][CH:9]1[CH:13]=[CH:14][CH2:15][OH:16])=[O:7])([CH3:4])([CH3:3])[CH3:2]. The yield is 0.790. (4) The reactants are [Cl:1][C:2]1[CH:9]=[C:8]([Cl:10])[CH:7]=[CH:6][C:3]=1[CH2:4][NH2:5].F[C:12]1[CH:20]=[N:19][CH:18]=[CH:17][C:13]=1[C:14]([OH:16])=[O:15]. No catalyst specified. The product is [Cl:1][C:2]1[CH:9]=[C:8]([Cl:10])[CH:7]=[CH:6][C:3]=1[CH2:4][NH:5][C:17]1[CH:18]=[N:19][CH:20]=[CH:12][C:13]=1[C:14]([OH:16])=[O:15]. The yield is 0.420. (5) The reactants are [CH3:1][C:2]1[CH:10]=[C:9]([O:11][CH3:12])[CH:8]=[C:7]([O:13][CH3:14])[C:3]=1[C:4]([OH:6])=O.[C:15](Cl)(=[O:19])[C:16](Cl)=O.Cl.[CH3:22][NH2:23]. The catalyst is C(Cl)Cl. The product is [OH:19][C:15]1[CH:16]=[CH:4][C:3]([C:22]2[NH:23][C:4](=[O:6])[C:3]3[C:2]([CH:1]=2)=[CH:10][C:9]([O:11][CH3:12])=[CH:8][C:7]=3[O:13][CH3:14])=[CH:2][CH:1]=1. The yield is 0.430. (6) The reactants are [Cl:1][C:2]1[CH:24]=[CH:23][C:5]([CH2:6][N:7]2[CH:12]=[C:11](B3OC(C)(C)C(C)(C)O3)[CH:10]=[CH:9][C:8]2=[O:22])=[C:4]([F:25])[CH:3]=1.Br[C:27]1[CH:35]=[CH:34][C:30]2[S:31][CH:32]=[CH:33][C:29]=2[CH:28]=1. No catalyst specified. The product is [Cl:1][C:2]1[CH:24]=[CH:23][C:5]([CH2:6][N:7]2[CH:12]=[C:11]([C:27]3[CH:35]=[CH:34][C:30]4[S:31][CH:32]=[CH:33][C:29]=4[CH:28]=3)[CH:10]=[CH:9][C:8]2=[O:22])=[C:4]([F:25])[CH:3]=1. The yield is 0.0900. (7) The reactants are CS(OC[CH2:7][C:8]1[CH:13]=[CH:12][C:11]([C:14]2[CH:19]=[CH:18][CH:17]=[C:16]([N:20]3[C:25]4[N:26]=[CH:27][C:28]([F:30])=[CH:29][C:24]=4[C:23](=[O:31])[N:22]([C@H:32]4[CH2:37][CH2:36][C@@H:35]([NH:38][C:39]([C:41]5[N:42]=[C:43]6[CH:48]=[CH:47][C:46]([F:49])=[CH:45][N:44]6[CH:50]=5)=[O:40])[CH2:34][CH2:33]4)[C:21]3=[O:51])[CH:15]=2)=[CH:10][CH:9]=1)(=O)=O.[CH3:52][NH:53][CH3:54].[C:55](=O)([O-])[O-].[K+].[K+].O. The catalyst is C(#N)C. The product is [CH3:52][N:53]([CH3:55])[CH2:54][CH2:7][C:8]1[CH:13]=[CH:12][C:11]([C:14]2[CH:19]=[CH:18][CH:17]=[C:16]([N:20]3[C:25]4[N:26]=[CH:27][C:28]([F:30])=[CH:29][C:24]=4[C:23](=[O:31])[N:22]([C@@H:32]4[CH2:37][CH2:36][C@H:35]([NH:38][C:39]([C:41]5[N:42]=[C:43]6[CH:48]=[CH:47][C:46]([F:49])=[CH:45][N:44]6[CH:50]=5)=[O:40])[CH2:34][CH2:33]4)[C:21]3=[O:51])[CH:15]=2)=[CH:10][CH:9]=1. The yield is 0.100.